This data is from Catalyst prediction with 721,799 reactions and 888 catalyst types from USPTO. The task is: Predict which catalyst facilitates the given reaction. (1) Reactant: [CH3:1][C:2]1([CH3:31])[O:6][C@@H:5]([CH2:7][N:8]2[C:13](=[O:14])[C:12]3[C:15]([OH:21])=[CH:16][C:17](=[O:20])[N:18]([CH3:19])[C:11]=3[N:10]([C:22]3[CH:27]=[CH:26][C:25]([I:28])=[CH:24][C:23]=3[F:29])[C:9]2=[O:30])[CH2:4][O:3]1.N1C(C)=CC=CC=1C.[F:40][C:41]([F:54])([F:53])[S:42](O[S:42]([C:41]([F:54])([F:53])[F:40])(=[O:44])=[O:43])(=[O:44])=[O:43]. Product: [F:40][C:41]([F:54])([F:53])[S:42]([O:21][C:15]1[C:12]2[C:13](=[O:14])[N:8]([CH2:7][C@H:5]3[CH2:4][O:3][C:2]([CH3:31])([CH3:1])[O:6]3)[C:9](=[O:30])[N:10]([C:22]3[CH:27]=[CH:26][C:25]([I:28])=[CH:24][C:23]=3[F:29])[C:11]=2[N:18]([CH3:19])[C:17](=[O:20])[CH:16]=1)(=[O:44])=[O:43]. The catalyst class is: 4. (2) Reactant: C(OC([N:8]1[CH2:12][CH2:11][CH2:10][CH:9]1[C:13](=[O:42])[NH:14][CH:15]([CH2:32][C:33]1[CH:38]=[C:37]([F:39])[C:36]([F:40])=[CH:35][C:34]=1[F:41])[CH2:16][C:17](=[O:31])[N:18]1[CH2:23][CH2:22][N:21]2[C:24]([C:27]([F:30])([F:29])[F:28])=[N:25][N:26]=[C:20]2[CH2:19]1)=O)(C)(C)C.[ClH:43]. Product: [ClH:43].[O:31]=[C:17]([N:18]1[CH2:23][CH2:22][N:21]2[C:24]([C:27]([F:28])([F:30])[F:29])=[N:25][N:26]=[C:20]2[CH2:19]1)[CH2:16][CH:15]([NH:14][C:13]([CH:9]1[CH2:10][CH2:11][CH2:12][NH:8]1)=[O:42])[CH2:32][C:33]1[CH:38]=[C:37]([F:39])[C:36]([F:40])=[CH:35][C:34]=1[F:41]. The catalyst class is: 13. (3) Reactant: [N:1]1([C:7]2[CH:15]=[CH:14][C:13]([N+:16]([O-:18])=[O:17])=[CH:12][C:8]=2[C:9](Cl)=[O:10])[CH2:6][CH2:5][O:4][CH2:3][CH2:2]1.[C:19]1([C:25]2[CH2:26][CH2:27][NH:28][CH2:29][CH:30]=2)[CH:24]=[CH:23][CH:22]=[CH:21][CH:20]=1.CCN(CC)CC. Product: [N:1]1([C:7]2[CH:15]=[CH:14][C:13]([N+:16]([O-:18])=[O:17])=[CH:12][C:8]=2[C:9]([N:28]2[CH2:27][CH:26]=[C:25]([C:19]3[CH:24]=[CH:23][CH:22]=[CH:21][CH:20]=3)[CH2:30][CH2:29]2)=[O:10])[CH2:6][CH2:5][O:4][CH2:3][CH2:2]1. The catalyst class is: 2. (4) Reactant: Br[C:2]1[CH:7]=[CH:6][CH:5]=[CH:4][C:3]=1[S:8][CH2:9][C:10]([N:12]([CH:22]([CH3:24])[CH3:23])[NH:13][C:14](=[O:21])[C:15]1[CH:20]=[CH:19][CH:18]=[CH:17][CH:16]=1)=[O:11].C([O-])([O-])=O.[Na+].[Na+].[F:31][C:32]([F:43])([F:42])[C:33]1[CH:34]=[C:35](B(O)O)[CH:36]=[CH:37][CH:38]=1. Product: [F:31][C:32]([F:43])([F:42])[C:33]1[CH:38]=[C:37]([C:2]2[CH:7]=[CH:6][CH:5]=[CH:4][C:3]=2[S:8][CH2:9][C:10]([N:12]([CH:22]([CH3:24])[CH3:23])[NH:13][C:14](=[O:21])[C:15]2[CH:20]=[CH:19][CH:18]=[CH:17][CH:16]=2)=[O:11])[CH:36]=[CH:35][CH:34]=1. The catalyst class is: 57. (5) Reactant: C[O:2][C:3](=[O:33])[CH2:4][C:5]1[C:14]([CH3:15])=[C:13]([CH:16]2[CH2:21][CH2:20][N:19]([C:22](=[O:31])[C:23]3[CH:28]=[CH:27][C:26]([Cl:29])=[CH:25][C:24]=3[Cl:30])[CH2:18][CH2:17]2)[C:12]2[C:7](=[CH:8][CH:9]=[C:10]([F:32])[CH:11]=2)[CH:6]=1.O.[OH-].[Li+]. Product: [Cl:30][C:24]1[CH:25]=[C:26]([Cl:29])[CH:27]=[CH:28][C:23]=1[C:22]([N:19]1[CH2:20][CH2:21][CH:16]([C:13]2[C:12]3[C:7](=[CH:8][CH:9]=[C:10]([F:32])[CH:11]=3)[CH:6]=[C:5]([CH2:4][C:3]([OH:33])=[O:2])[C:14]=2[CH3:15])[CH2:17][CH2:18]1)=[O:31]. The catalyst class is: 299. (6) Reactant: [C:1]([O:5][C:6]([NH:8][C@H:9]([C:14]([OH:16])=[O:15])[CH2:10][CH:11]([CH3:13])[CH3:12])=[O:7])([CH3:4])([CH3:3])[CH3:2].Cl.CN(C)CCCN=C=NCC.O.ON1C2C=CC=CC=2N=N1.C(N(CC)C(C)C)(C)C.[Cl:49][C:50]1[CH:55]=[CH:54][C:53]([C:56]2[S:57][CH:58]=[C:59]([CH2:61][S:62][C:63]3[C:68]([C:69]#[N:70])=[C:67]([C:71]4[CH:76]=[CH:75][C:74]([O:77][CH2:78][CH2:79]O)=[CH:73][CH:72]=4)[C:66]([C:81]#[N:82])=[C:65]([N:83]4[CH2:87][CH2:86][CH2:85][CH2:84]4)[N:64]=3)[N:60]=2)=[CH:52][CH:51]=1. Product: [C:1]([O:5][C:6]([NH:8][C@H:9]([C:14]([O:16][CH2:79][CH2:78][O:77][C:74]1[CH:73]=[CH:72][C:71]([C:67]2[C:66]([C:81]#[N:82])=[C:65]([N:83]3[CH2:84][CH2:85][CH2:86][CH2:87]3)[N:64]=[C:63]([S:62][CH2:61][C:59]3[N:60]=[C:56]([C:53]4[CH:52]=[CH:51][C:50]([Cl:49])=[CH:55][CH:54]=4)[S:57][CH:58]=3)[C:68]=2[C:69]#[N:70])=[CH:76][CH:75]=1)=[O:15])[CH2:10][CH:11]([CH3:12])[CH3:13])=[O:7])([CH3:3])([CH3:2])[CH3:4]. The catalyst class is: 18.